Regression/Classification. Given a drug SMILES string, predict its absorption, distribution, metabolism, or excretion properties. Task type varies by dataset: regression for continuous measurements (e.g., permeability, clearance, half-life) or binary classification for categorical outcomes (e.g., BBB penetration, CYP inhibition). For this dataset (solubility_aqsoldb), we predict Y. From a dataset of Aqueous solubility values for 9,982 compounds from the AqSolDB database. (1) The molecule is C.O=S(=O)(O)O. The Y is -3.33 log mol/L. (2) The drug is O=C([O-])CCC(=O)C(=O)[O-].[Na+].[Na+]. The Y is 0.430 log mol/L. (3) The compound is O=C(O)C(O)C(O)C(=O)O.[Sr]. The Y is -2.11 log mol/L. (4) The compound is Clc1ccc(-c2c(Cl)cc(Cl)cc2Cl)c(Cl)c1. The Y is -7.66 log mol/L.